Dataset: Catalyst prediction with 721,799 reactions and 888 catalyst types from USPTO. Task: Predict which catalyst facilitates the given reaction. Reactant: O=[CH:2][CH2:3][C:4]1([C:18]([O:20][CH3:21])=[O:19])[CH2:13][CH2:12][C:11]2[C:6](=[CH:7][CH:8]=[C:9]([C:14]([O:16][CH3:17])=[O:15])[CH:10]=2)[CH2:5]1.[CH3:22][O:23][C:24]1[CH:31]=[CH:30][C:27]([CH2:28][NH2:29])=[CH:26][CH:25]=1.CC(O)=O.C([BH3-])#N.[Na+]. Product: [CH3:22][O:23][C:24]1[CH:31]=[CH:30][C:27]([CH2:28][NH:29][CH2:2][CH2:3][C:4]2([C:18]([O:20][CH3:21])=[O:19])[CH2:13][CH2:12][C:11]3[C:6](=[CH:7][CH:8]=[C:9]([C:14]([O:16][CH3:17])=[O:15])[CH:10]=3)[CH2:5]2)=[CH:26][CH:25]=1. The catalyst class is: 5.